Dataset: Forward reaction prediction with 1.9M reactions from USPTO patents (1976-2016). Task: Predict the product of the given reaction. (1) The product is: [C:1]1([CH2:7][S:8]([CH2:11][CH2:12][CH2:13][CH2:14][OH:15])(=[O:9])=[O:10])[CH:2]=[CH:3][CH:4]=[CH:5][CH:6]=1. Given the reactants [C:1]1([CH2:7][S:8]([CH2:11][CH2:12][CH2:13][CH2:14][O:15]C(=O)C)(=[O:10])=[O:9])[CH:6]=[CH:5][CH:4]=[CH:3][CH:2]=1.[OH-].[Na+], predict the reaction product. (2) Given the reactants [Br:1][C:2]1[CH:10]=[C:9]([C:11]([O:13][CH3:14])=[O:12])[CH:8]=[C:7]2[C:3]=1[CH:4]=[N:5][NH:6]2.I[CH2:16][CH3:17], predict the reaction product. The product is: [Br:1][C:2]1[CH:10]=[C:9]([C:11]([O:13][CH3:14])=[O:12])[CH:8]=[C:7]2[C:3]=1[CH:4]=[N:5][N:6]2[CH2:16][CH3:17]. (3) Given the reactants [NH2:1][C:2]1[CH:10]=[C:9](C)[C:8](C)=[CH:7][C:3]=1[C:4](O)=[O:5].[C:13]([OH:16])(=O)C.[CH:17]([NH2:19])=N.[CH3:20][O:21]CCO, predict the reaction product. The product is: [CH3:20][O:21][C:8]1[CH:7]=[C:3]2[C:2](=[CH:10][C:9]=1[O:16][CH3:13])[N:1]=[CH:17][N:19]=[C:4]2[OH:5].